Dataset: Forward reaction prediction with 1.9M reactions from USPTO patents (1976-2016). Task: Predict the product of the given reaction. Given the reactants [N+:1]([C:4]1[CH:5]=[C:6]([CH2:10][C:11]([NH:13][C:14]2[CH:15]=[C:16]([NH:20]C(=O)OC(C)(C)C)[CH:17]=[CH:18][CH:19]=2)=[O:12])[CH:7]=[CH:8][CH:9]=1)([O-:3])=[O:2].[ClH:28], predict the reaction product. The product is: [ClH:28].[NH2:20][C:16]1[CH:15]=[C:14]([NH:13][C:11](=[O:12])[CH2:10][C:6]2[CH:7]=[CH:8][CH:9]=[C:4]([N+:1]([O-:3])=[O:2])[CH:5]=2)[CH:19]=[CH:18][CH:17]=1.